From a dataset of Experimentally validated miRNA-target interactions with 360,000+ pairs, plus equal number of negative samples. Binary Classification. Given a miRNA mature sequence and a target amino acid sequence, predict their likelihood of interaction. (1) The miRNA is mmu-miR-1981-5p with sequence GUAAAGGCUGGGCUUAGACGUGGC. The protein sequence of the target gene is MAAPLVLVLVVAVTVRAALFRSSLAEFISERVEVVSPLSSWKRVVEGLSLLDLGVSPYSGAVFHETPLIIYLFHFLIDYAELVFMITDALTAIALYFAIQDFNKVVFKKQKLLLELDQYAPDVAELIRTPMEMRYIPLKVALFYLLNPYTILSCVAKSTCAINNTLIAFFILTTIKGSAFLSAIFLALATYQSLYPLTLFVPGLLYLLQRQYIPVKMKSKAFWIFSWEYAMMYVGSLVVIICLSFFLLSSWDFIPAVYGFILSVPDLTPNIGLFWYFFAEMFEHFSLFFVCVFQINVFFY.... Result: 0 (no interaction). (2) The miRNA is hsa-miR-3612 with sequence AGGAGGCAUCUUGAGAAAUGGA. The protein sequence of the target gene is MMSLRLFSILLATVVSGAWGWGYYGCNEELVGPLYARSLGASSYYGLFTTARFARLHGISGWSPRIGDPNPWLQIDLMKKHRIRAVATQGAFNSWDWVTRYMLLYGDRVDSWTPFYQKGHNATFFGNVNDSAVVRHDLHYHFTARYIRIVPLAWNPRGKIGLRLGIYGCPYTSSILYFDGDDAISYRFQRGASQSLWDVFAFSFKTEEKDGLLLHTEGSQGDYVTLELQGAHLLLHMSLGSSPIQPRPGHTTVSLGGVLNDLSWHYVRVDRYGRDANFTLDGYAHHFVLNGDFERLNLEN.... Result: 0 (no interaction). (3) The protein sequence of the target gene is MPCAQRSWLANLSVVAQLLNFGALCYGRQPQPGPVRFPDRRQEHFIKGLPEYHVVGPVRVDASGHFLSYGLHYPITSSRRKRDLDGSEDWVYYRISHEEKDLFFNLTVNQGFLSNSYIMEKRYGNLSHVKMMASSAPLCHLSGTVLQQGTRVGTAALSACHGLTGFFQLPHGDFFIEPVKKHPLVEGGYHPHIVYRRQKVPETKEPTCGLKDSVNISQKQELWREKWERHNLPSRSLSRRSISKERWVETLVVADTKMIEYHGSENVESYILTIMNMVTGLFHNPSIGNAIHIVVVRLIL.... The miRNA is hsa-miR-660-3p with sequence ACCUCCUGUGUGCAUGGAUUA. Result: 0 (no interaction). (4) The miRNA is mmu-miR-5108 with sequence GUAGAGCACUGGAUGGUUU. The protein sequence of the target gene is MIATGGVITGLAALKRQDSARSQQHINLSPLPATQDQKPVRRRPRADVVVVRGKIRLYSPSGFFLILGVLVSIIGIAMAVLGYWPQKEHFIDAETTLSTNETQVVRNQGGVVVRFFEQHLHSDKMKMLGPFTMGIGIFIFICANAILHENRDKETKIIHMRDIYSTVIDIHTLRLKEQKQANGLYAGLLGDTEVKQNGSPCASRLAATTLASFSGMRNSFRVDSSVEEDELMLTESKSLGHLMPPLLSDSAVSVFGLYPPPAKATDDKASSSKKCDTKSIVSSSISAFTLPVIKLNNCVI.... Result: 0 (no interaction). (5) The miRNA is hsa-miR-3065-5p with sequence UCAACAAAAUCACUGAUGCUGGA. The protein sequence of the target gene is MAAVWQQVLAVDARYNAYRTPTFPQFRTQYIRRRSQLLRENAKAGHPPALRRQYLRLRGQLLGQRYGPLSEPGSARAYSNSIVRSSRTTLDRMEDFEDDPRALGARGHRRSVSRGSYQLQAQMNRAVYEDRPPGSVVPTSAAEASRAMAGDTSLSENYAFAGMYHVFDQHVDEAVPRVRFANDDRHRLACCSLDGSISLCQLVPAPPTVLRVLRGHTRGVSDFAWSLSNDILVSTSLDATMRIWASEDGRCIREIPDPDSAELLCCTFQPVNNNLTVVGNAKHNVHVMNISTGKKVKGGS.... Result: 1 (interaction). (6) The protein sequence of the target gene is MYSMMMETDLHSPGGAQAPTNLSGPAGAGGGGGGGGGGGGGGGTKANQDRVKRPMNAFMVWSRGQRRKMAQENPKMHNSEISKRLGAEWKVMSEAEKRPFIDEAKRLRALHMKEHPDYKYRPRRKTKTLLKKDKYSLAGGLLAAGAGGGGAAVAMGVGVGVGAAAVGQRLESPGGAAGGGYAHVNGWANGAYPGSVAAAAAAAAMMQEAQLAYGQHPGAGGAHPHAHPAHPHPHHPHAHPHNPQPMHRYDMGALQYSPISNSQGYMSASPSGYGGIPYGAAAAAAAAAGGAHQNSAVAAA.... Result: 0 (no interaction). The miRNA is mmu-miR-133a-3p with sequence UUUGGUCCCCUUCAACCAGCUG. (7) The miRNA is hsa-miR-5591-3p with sequence AUACCCAUAGCUUAGCUCCCA. The protein sequence of the target gene is MASPTSTNPAHAHFESFLQAQLCQDVLSSFQELCGALGLEPGGGLPQYHKIKDQLNYWSAKSLWTKLDKRAGQPVYQQGRACTSTKCLVVGAGPCGLRVAVELALLGARVVLVEKRTKFSRHNVLHLWPFTIHDLRALGAKKFYGRFCTGTLDHISIRQLQLLLLKVALLLGVEIHWGVTFTGLQPPPRKGSGWRAQLQPNPPAQLANYEFDVLISAAGGKFVPEGFKVREMRGKLAIGITANFVNGRTVEETQVPEISGVARIYNQSFFQSLLKATGIDLENIVYYKDDTHYFVMTAKK.... Result: 0 (no interaction).